Predict the product of the given reaction. From a dataset of Forward reaction prediction with 1.9M reactions from USPTO patents (1976-2016). (1) The product is: [C@H:43]1([NH:42][C:34]([NH:20][C:19]2[CH:21]=[CH:22][C:16]([O:15][C:6]3[C:5]4[C:10](=[CH:11][C:12]([O:13][CH3:14])=[C:3]([O:2][CH3:1])[CH:4]=4)[N:9]=[CH:8][CH:7]=3)=[CH:17][CH:18]=2)=[O:40])[C:51]2[C:46](=[CH:47][CH:48]=[CH:49][CH:50]=2)[CH2:45][CH2:44]1. Given the reactants [CH3:1][O:2][C:3]1[CH:4]=[C:5]2[C:10](=[CH:11][C:12]=1[O:13][CH3:14])[N:9]=[CH:8][CH:7]=[C:6]2[O:15][C:16]1[CH:22]=[CH:21][C:19]([NH2:20])=[CH:18][CH:17]=1.C(N(CC)CC)C.ClC(Cl)(O[C:34](=[O:40])OC(Cl)(Cl)Cl)Cl.[NH2:42][C@H:43]1[C:51]2[C:46](=[CH:47][CH:48]=[CH:49][CH:50]=2)[CH2:45][CH2:44]1, predict the reaction product. (2) Given the reactants [C:1]1([C:6]2[NH:7][C:8]3[C:13]([CH:14]=2)=[C:12]([O:15][Si](C(C)C)(C(C)C)C(C)C)[CH:11]=[CH:10][CH:9]=3)[CH2:5][CH2:4][CH2:3][CH:2]=1.[F-].[Cs+].Br[CH2:29][CH2:30][O:31][CH2:32][CH3:33], predict the reaction product. The product is: [C:1]1([C:6]2[NH:7][C:8]3[C:13]([CH:14]=2)=[C:12]([O:15][CH2:29][CH2:30][O:31][CH2:32][CH3:33])[CH:11]=[CH:10][CH:9]=3)[CH2:5][CH2:4][CH2:3][CH:2]=1. (3) Given the reactants [CH2:1]([C:5]1(O)[CH2:10][CH2:9][CH2:8][CH2:7][CH2:6]1)[CH:2]([CH3:4])[CH3:3].P(=O)(O)(O)O, predict the reaction product. The product is: [CH2:1]([C:5]1[CH2:10][CH2:9][CH2:8][CH2:7][CH:6]=1)[CH:2]([CH3:4])[CH3:3]. (4) Given the reactants CCN=C=NCCCN(C)C.C1C=CC2N(O)N=NC=2C=1.[Cl:22][C:23]1[C:24](=[O:44])[N:25]2[C:29](=[C:30]([C:41](O)=[O:42])[C:31]=1[NH:32][C:33]1[CH:38]=[CH:37][C:36]([I:39])=[CH:35][C:34]=1[F:40])[CH2:28][CH2:27][CH2:26]2.[CH3:45][C:46]1([CH3:54])[O:50][CH:49]([CH2:51][O:52][NH2:53])[CH2:48][O:47]1, predict the reaction product. The product is: [CH3:45][C:46]1([CH3:54])[O:50][CH:49]([CH2:51][O:52][NH:53][C:41]([C:30]2[C:31]([NH:32][C:33]3[CH:38]=[CH:37][C:36]([I:39])=[CH:35][C:34]=3[F:40])=[C:23]([Cl:22])[C:24](=[O:44])[N:25]3[C:29]=2[CH2:28][CH2:27][CH2:26]3)=[O:42])[CH2:48][O:47]1. (5) Given the reactants Br[C:2]1[C:7]([NH:8][C:9](=[O:13])[O:10][CH2:11][CH3:12])=[C:6]([O:14][CH3:15])[CH:5]=[CH:4][N:3]=1.[Si:16]([C:20]#[CH:21])([CH3:19])([CH3:18])[CH3:17], predict the reaction product. The product is: [CH3:15][O:14][C:6]1[CH:5]=[CH:4][N:3]=[C:2]([C:21]#[C:20][Si:16]([CH3:19])([CH3:18])[CH3:17])[C:7]=1[NH:8][C:9](=[O:13])[O:10][CH2:11][CH3:12]. (6) Given the reactants [Cl:1][C:2]1[CH:3]=[C:4]([N+:10]([O-:12])=[O:11])[C:5]([NH2:9])=[N:6][C:7]=1Cl.[I-:13].[Na+], predict the reaction product. The product is: [Cl:1][C:2]1[CH:3]=[C:4]([N+:10]([O-:12])=[O:11])[C:5]([NH2:9])=[N:6][C:7]=1[I:13]. (7) Given the reactants [CH2:1]([N:8]1[CH2:16][C@H:15]2[C@:10]([CH3:22])([CH2:11][CH2:12][C:13]3[C:20](Br)=[CH:19][CH:18]=[CH:17][C:14]=32)[CH2:9]1)[C:2]1[CH:7]=[CH:6][CH:5]=[CH:4][CH:3]=1.C(=O)([O-])[O-].[Na+].[Na+].CO[CH2:31][CH2:32]OC, predict the reaction product. The product is: [CH2:1]([N:8]1[CH2:16][C@H:15]2[C@:10]([CH3:22])([CH2:11][CH2:12][C:13]3[C:20]([CH:31]=[CH2:32])=[CH:19][CH:18]=[CH:17][C:14]=32)[CH2:9]1)[C:2]1[CH:7]=[CH:6][CH:5]=[CH:4][CH:3]=1.